This data is from Full USPTO retrosynthesis dataset with 1.9M reactions from patents (1976-2016). The task is: Predict the reactants needed to synthesize the given product. (1) Given the product [Cl:1][C:2]1[CH:3]=[C:4]([CH:8]([NH:11][C:12]2[O:13][C:14]3[C:20]([O:21][CH3:22])=[CH:19][C:18]([C:23]([N:31]4[CH:30]([CH:33]5[CH2:34][CH:35]([OH:37])[CH2:36]5)[CH2:29][O:28][CH:27]([CH3:26])[CH2:32]4)=[O:25])=[CH:17][C:15]=3[N:16]=2)[CH2:9][F:10])[CH:5]=[CH:6][CH:7]=1, predict the reactants needed to synthesize it. The reactants are: [Cl:1][C:2]1[CH:3]=[C:4]([CH:8]([NH:11][C:12]2[O:13][C:14]3[C:20]([O:21][CH3:22])=[CH:19][C:18]([C:23]([OH:25])=O)=[CH:17][C:15]=3[N:16]=2)[CH2:9][F:10])[CH:5]=[CH:6][CH:7]=1.[CH3:26][CH:27]1[CH2:32][NH:31][CH:30]([CH:33]2[CH2:36][CH:35]([OH:37])[CH2:34]2)[CH2:29][O:28]1.C(N(CC)C(C)C)(C)C.CN(C(ON1N=NC2C=CC=NC1=2)=[N+](C)C)C.F[P-](F)(F)(F)(F)F. (2) The reactants are: [C:1]([C@@H:3]1[CH2:7][N:6]([C:8]([O:10][C:11]([CH3:14])([CH3:13])[CH3:12])=[O:9])[C@H:5]([C:15]([O:17][CH3:18])=[O:16])[CH2:4]1)#N.Cl.[C:20](OC(OC(C)(C)C)=O)(OC(C)(C)C)=[O:21].C[OH:36]. Given the product [N:6]1([C:8]([O:10][C:11]([CH3:14])([CH3:13])[CH3:12])=[O:9])[CH2:7][C@@H:3]([C:1]([O:21][CH3:20])=[O:36])[CH2:4][C@H:5]1[C:15]([O:17][CH3:18])=[O:16], predict the reactants needed to synthesize it. (3) Given the product [Br:1][C:2]1[CH:7]=[CH:6][C:5]([CH2:8][CH2:9][C:10]([NH2:14])=[O:12])=[CH:4][CH:3]=1, predict the reactants needed to synthesize it. The reactants are: [Br:1][C:2]1[CH:7]=[CH:6][C:5]([CH2:8][CH2:9][C:10]([OH:12])=O)=[CH:4][CH:3]=1.[OH-].[NH4+:14].